The task is: Predict the reaction yield, written as a fraction of the theoretical maximum amount of product (1.0 means a 100% yield; for example, 0.34 means a 34% yield).. This data is from Reaction yield outcomes from USPTO patents with 853,638 reactions. (1) The reactants are F[P-](F)(F)(F)(F)F.N1(O[P+](N(C)C)(N(C)C)N(C)C)C2C=CC=CC=2N=N1.[C:28]1([P:34]([C:44]2[CH:49]=[CH:48][CH:47]=[CH:46][CH:45]=2)[C:35]2[N:40]=[C:39]([C:41]([OH:43])=O)[CH:38]=[CH:37][CH:36]=2)[CH:33]=[CH:32][CH:31]=[CH:30][CH:29]=1.[C:50]([O:54][C:55]([NH:57][C:58](=[NH:60])[NH2:59])=[O:56])([CH3:53])([CH3:52])[CH3:51].CN1CCOCC1. The catalyst is CN(C=O)C.O. The product is [C:50]([O:54][C:55]([NH:57][C:58](=[NH:59])[NH:60][C:41]([C:39]1[CH:38]=[CH:37][CH:36]=[C:35]([P:34]([C:28]2[CH:33]=[CH:32][CH:31]=[CH:30][CH:29]=2)[C:44]2[CH:45]=[CH:46][CH:47]=[CH:48][CH:49]=2)[N:40]=1)=[O:43])=[O:56])([CH3:53])([CH3:51])[CH3:52]. The yield is 0.800. (2) The product is [F:55][C:54]([F:57])([F:56])[C:52]([OH:58])=[O:53].[CH3:22][N:15]1[C:16]2[C:21](=[CH:20][CH:19]=[CH:18][CH:17]=2)[C@:13]2([CH2:12][C@H:11]2[C:7]2[CH:6]=[C:5]3[C:10]([C:2]([C:32]4[CH:33]=[CH:34][C:35]([N:38]5[CH2:39][CH2:40][NH:41][CH2:42][CH2:43]5)=[CH:36][CH:37]=4)=[N:3][NH:4]3)=[CH:9][CH:8]=2)[C:14]1=[O:23]. The reactants are I[C:2]1[C:10]2[C:5](=[CH:6][C:7]([C@H:11]3[C@@:13]4([C:21]5[C:16](=[CH:17][CH:18]=[CH:19][CH:20]=5)[N:15]([CH3:22])[C:14]4=[O:23])[CH2:12]3)=[CH:8][CH:9]=2)[NH:4][N:3]=1.CC1(C)C(C)(C)OB([C:32]2[CH:37]=[CH:36][C:35]([N:38]3[CH2:43][CH2:42][N:41](C(OC(C)(C)C)=O)[CH2:40][CH2:39]3)=[CH:34][CH:33]=2)O1.[C:52]([OH:58])([C:54]([F:57])([F:56])[F:55])=[O:53]. The yield is 0.110. The catalyst is C(Cl)Cl. (3) The reactants are [NH2:1][C:2]1[CH:3]=[N:4][CH:5]=[CH:6][C:7]=1[C:8]1[CH:13]=[C:12]([CH3:14])[N:11]=[C:10]([N:15]([C:23]([O:25][C:26]([CH3:29])([CH3:28])[CH3:27])=[O:24])[C:16]([O:18][C:19]([CH3:22])([CH3:21])[CH3:20])=[O:17])[N:9]=1.[NH2:30][C:31]1[C:32]([C:38](O)=[O:39])=[N:33][C:34]([Br:37])=[CH:35][CH:36]=1.C(Cl)CCl.C1C=NC2N(O)N=NC=2C=1. The catalyst is CN(C=O)C. The product is [NH2:30][C:31]1[C:32]([C:38]([NH:1][C:2]2[CH:3]=[N:4][CH:5]=[CH:6][C:7]=2[C:8]2[CH:13]=[C:12]([CH3:14])[N:11]=[C:10]([N:15]([C:23]([O:25][C:26]([CH3:29])([CH3:28])[CH3:27])=[O:24])[C:16]([O:18][C:19]([CH3:21])([CH3:22])[CH3:20])=[O:17])[N:9]=2)=[O:39])=[N:33][C:34]([Br:37])=[CH:35][CH:36]=1. The yield is 0.120. (4) The reactants are [N:1]1([CH:10]([NH:14][C:15]([O:17][CH2:18][C:19]2[CH:24]=[CH:23][CH:22]=[CH:21][CH:20]=2)=[O:16])[C:11](O)=[O:12])C2C=CC=CC=2N=N1.C(Cl)(=O)C(Cl)=O.[NH2:31][C:32]1[C:37]([O:38][CH3:39])=[CH:36][CH:35]=[CH:34][C:33]=1[C:40]([C:42]1[CH:47]=[CH:46][CH:45]=[CH:44][CH:43]=1)=O.C(N(CC)CC)C.N. The catalyst is C(Cl)Cl.CN(C=O)C.CC(O)=O. The product is [CH3:39][O:38][C:37]1[C:32]2[NH:31][C:11](=[O:12])[CH:10]([NH:14][C:15](=[O:16])[O:17][CH2:18][C:19]3[CH:24]=[CH:23][CH:22]=[CH:21][CH:20]=3)[N:1]=[C:40]([C:42]3[CH:47]=[CH:46][CH:45]=[CH:44][CH:43]=3)[C:33]=2[CH:34]=[CH:35][CH:36]=1. The yield is 0.760. (5) The reactants are [N:1]([C:4]1[CH:9]=[CH:8][C:7]([CH3:10])=[C:6]([CH3:11])[CH:5]=1)=[C:2]=[O:3].[NH2:12][C:13]1[CH:18]=[CH:17][C:16]([C:19]2[O:23][C:22]([C:24]([NH:26][CH:27]([CH:32]([CH3:34])[CH3:33])[C:28]([O:30][CH3:31])=[O:29])=[O:25])=[N:21][CH:20]=2)=[CH:15][CH:14]=1. No catalyst specified. The product is [CH3:11][C:6]1[CH:5]=[C:4]([NH:1][C:2](=[O:3])[NH:12][C:13]2[CH:18]=[CH:17][C:16]([C:19]3[O:23][C:22]([C:24]([NH:26][CH:27]([CH:32]([CH3:34])[CH3:33])[C:28]([O:30][CH3:31])=[O:29])=[O:25])=[N:21][CH:20]=3)=[CH:15][CH:14]=2)[CH:9]=[CH:8][C:7]=1[CH3:10]. The yield is 0.820. (6) The reactants are [CH3:1][N:2]([CH3:16])[C:3]1[S:4][C@H:5]2[O:11][C@H:10]([CH2:12][OH:13])[C@@H:9]([OH:14])[C@H:8]([OH:15])[C@H:6]2[N:7]=1.C(N(CC)CC)C.[C:24]([Si:28](Cl)([CH3:30])[CH3:29])([CH3:27])([CH3:26])[CH3:25]. The catalyst is CN(C1C=CN=CC=1)C.CN(C=O)C. The product is [Si:28]([O:13][CH2:12][C@H:10]1[O:11][C@H:5]2[C@H:6]([N:7]=[C:3]([N:2]([CH3:16])[CH3:1])[S:4]2)[C@@H:8]([OH:15])[C@@H:9]1[OH:14])([C:24]([CH3:27])([CH3:26])[CH3:25])([CH3:30])[CH3:29]. The yield is 0.650. (7) The reactants are Br[C:2]1[CH:3]=[C:4]2[C:9](=[CH:10][CH:11]=1)[O:8][CH:7]([C:12]1[CH:17]=[CH:16][CH:15]=[CH:14][N:13]=1)[CH2:6][C:5]2=[O:18].[C:19]([C:21]1[CH:22]=[C:23](B(O)O)[CH:24]=[CH:25][CH:26]=1)#[N:20]. The catalyst is O1CCOCC1.C([O-])([O-])=O.[Cs+].[Cs+].Cl[Pd](Cl)([P](C1C=CC=CC=1)(C1C=CC=CC=1)C1C=CC=CC=1)[P](C1C=CC=CC=1)(C1C=CC=CC=1)C1C=CC=CC=1. The product is [O:18]=[C:5]1[C:4]2[C:9](=[CH:10][CH:11]=[C:2]([C:25]3[CH:26]=[C:21]([CH:22]=[CH:23][CH:24]=3)[C:19]#[N:20])[CH:3]=2)[O:8][CH:7]([C:12]2[CH:17]=[CH:16][CH:15]=[CH:14][N:13]=2)[CH2:6]1. The yield is 0.600. (8) The reactants are CS(OS(C)(=O)=O)(=O)=O.[C:10]([C:14]1[CH:15]=[C:16]([NH:20][C:21]([NH:23][CH2:24][C:25]2[CH:30]=[CH:29][CH:28]=[CH:27][C:26]=2[NH:31][C:32]2[CH:33]=[C:34]3[C:38](=[CH:39][CH:40]=2)[N:37]([CH2:41][CH2:42][CH2:43]O)[N:36]=[CH:35]3)=[O:22])[N:17]([CH3:19])[N:18]=1)([CH3:13])([CH3:12])[CH3:11].[CH:45]([N:48](C(C)C)[CH2:49]C)(C)C.CNC. The catalyst is C1COCC1. The product is [C:10]([C:14]1[CH:15]=[C:16]([NH:20][C:21]([NH:23][CH2:24][C:25]2[CH:30]=[CH:29][CH:28]=[CH:27][C:26]=2[NH:31][C:32]2[CH:40]=[C:39]3[C:38](=[CH:34][CH:33]=2)[N:37]([CH2:41][CH2:42][CH2:43][N:48]([CH3:49])[CH3:45])[N:36]=[CH:35]3)=[O:22])[N:17]([CH3:19])[N:18]=1)([CH3:11])([CH3:12])[CH3:13]. The yield is 0.430. (9) The reactants are [OH-].[Na+].[F:3][C:4]([F:15])([F:14])[O:5][C:6]1[CH:7]=[C:8]([CH:11]=[CH:12][CH:13]=1)[CH:9]=O.[O:16]=[C:17]([CH3:27])[CH2:18]P(=O)(OCC)OCC. The catalyst is [I-].C([N+](CCCC)(CCCC)CCCC)CCC.C(Cl)Cl. The product is [F:3][C:4]([F:15])([F:14])[O:5][C:6]1[CH:7]=[C:8]([CH:9]=[CH:18][C:17](=[O:16])[CH3:27])[CH:11]=[CH:12][CH:13]=1. The yield is 0.540. (10) The reactants are Cl.[CH3:2][NH:3][CH3:4].[Br:5][C:6]1[CH:13]=[CH:12][CH:11]=[CH:10][C:7]=1[CH:8]=O.[BH3-]C#N.[Na+]. The catalyst is CCO. The product is [Br:5][C:6]1[CH:13]=[CH:12][CH:11]=[CH:10][C:7]=1[CH2:8][N:3]([CH3:4])[CH3:2]. The yield is 0.586.